This data is from Retrosynthesis with 50K atom-mapped reactions and 10 reaction types from USPTO. The task is: Predict the reactants needed to synthesize the given product. Given the product CC1=C(C(=O)Nc2cc3cn[nH]c3cc2F)C(c2ccc(C(F)(F)F)cc2)CC(=O)N1, predict the reactants needed to synthesize it. The reactants are: CC1=C(C(=O)O)C(c2ccc(C(F)(F)F)cc2)CC(=O)N1.Nc1cc2cn[nH]c2cc1F.